Predict the reaction yield, written as a fraction of the theoretical maximum amount of product (1.0 means a 100% yield; for example, 0.34 means a 34% yield). From a dataset of Reaction yield outcomes from USPTO patents with 853,638 reactions. (1) The reactants are [CH3:1][P:2]1(=[O:8])[CH2:7][CH2:6][NH:5][CH2:4][CH2:3]1.C1(P(C2C=CC=CC=2)C2C=CC=CC=2)C=CC=CC=1.[F:28][C:29]1[CH:34]=[CH:33][C:32]([NH:35][C:36]2[N:37]([CH3:58])[C:38]3[C:47]4[C:46](=[O:48])[NH:45][C:44]([CH:49](OC(=O)C)[CH:50]=[CH2:51])=[C:43]([CH3:56])[C:42]=4[CH:41]=[CH:40][C:39]=3[N:57]=2)=[C:31]([CH3:59])[CH:30]=1.C([O-])(=O)C. The catalyst is C1COCC1. The product is [F:28][C:29]1[CH:34]=[CH:33][C:32]([NH:35][C:36]2[N:37]([CH3:58])[C:38]3[C:47]4[C:46](=[O:48])[NH:45][C:44]([CH:49]=[CH:50][CH2:51][N:5]5[CH2:6][CH2:7][P:2]([CH3:1])(=[O:8])[CH2:3][CH2:4]5)=[C:43]([CH3:56])[C:42]=4[CH:41]=[CH:40][C:39]=3[N:57]=2)=[C:31]([CH3:59])[CH:30]=1. The yield is 0.420. (2) The product is [CH:17]1([N:16]2[C:11]3[C:10](=[O:24])[NH:9][C:8]([C:5]4[CH:6]=[CH:7][C:2]([N:32]5[CH2:33][CH2:34][CH2:35][N:29]([CH3:28])[CH2:30][CH2:31]5)=[CH:3][C:4]=4[O:25][CH2:26][CH3:27])=[N:13][C:12]=3[C:14]([CH3:23])=[N:15]2)[CH2:22][CH2:21][CH2:20][CH2:19][CH2:18]1. No catalyst specified. The yield is 0.580. The reactants are Br[C:2]1[CH:7]=[CH:6][C:5]([C:8]2[NH:9][C:10](=[O:24])[C:11]3[N:16]([CH:17]4[CH2:22][CH2:21][CH2:20][CH2:19][CH2:18]4)[N:15]=[C:14]([CH3:23])[C:12]=3[N:13]=2)=[C:4]([O:25][CH2:26][CH3:27])[CH:3]=1.[CH3:28][N:29]1[CH2:35][CH2:34][CH2:33][NH:32][CH2:31][CH2:30]1. (3) The reactants are [C:1]([NH:5][S:6]([C:9]1[C:18]2[C:13](=[CH:14][CH:15]=[CH:16][CH:17]=2)[C:12]([C:19]2[S:23][C:22]([C:24]([NH:26][CH2:27][C:28]([OH:31])([CH3:30])[CH3:29])=[O:25])=[N:21][C:20]=2[CH2:32][OH:33])=[CH:11][CH:10]=1)(=[O:8])=[O:7])([CH3:4])([CH3:3])[CH3:2].C(O)(=[O:36])C.C(O)(=O)C.IC1C=CC=CC=1.CC1(C)N([O])C(C)(C)CCC1. The catalyst is CC#N. The product is [C:1]([NH:5][S:6]([C:9]1[C:18]2[C:13](=[CH:14][CH:15]=[CH:16][CH:17]=2)[C:12]([C:19]2[S:23][C:22]([C:24](=[O:25])[NH:26][CH2:27][C:28]([OH:31])([CH3:30])[CH3:29])=[N:21][C:20]=2[C:32]([OH:36])=[O:33])=[CH:11][CH:10]=1)(=[O:8])=[O:7])([CH3:4])([CH3:2])[CH3:3]. The yield is 0.730. (4) The reactants are [OH:1][CH2:2][C:3]1([CH2:7][O:8][C@H:9]2[CH2:14][CH2:13][C@H:12]([N:15]3[C:20](=[O:21])[C:19]([CH2:22][C:23]4[CH:28]=[CH:27][C:26]([C:29]5[C:30]([C:35]#[N:36])=[CH:31][CH:32]=[CH:33][CH:34]=5)=[CH:25][CH:24]=4)=[C:18]([CH2:37][CH2:38][CH3:39])[N:17]4[N:40]=[CH:41][N:42]=[C:16]34)[CH2:11][CH2:10]2)[CH2:6][CH2:5][CH2:4]1.N1C(C)=CC=CC=1C.O1CCCC1.FC(F)(F)S(O[Si:62]([C:65]([CH3:68])([CH3:67])[CH3:66])([CH3:64])[CH3:63])(=O)=O. The catalyst is C(OCC)(=O)C. The product is [Si:62]([O:1][CH2:2][C:3]1([CH2:7][O:8][C@H:9]2[CH2:14][CH2:13][C@H:12]([N:15]3[C:20](=[O:21])[C:19]([CH2:22][C:23]4[CH:24]=[CH:25][C:26]([C:29]5[C:30]([C:35]#[N:36])=[CH:31][CH:32]=[CH:33][CH:34]=5)=[CH:27][CH:28]=4)=[C:18]([CH2:37][CH2:38][CH3:39])[N:17]4[N:40]=[CH:41][N:42]=[C:16]34)[CH2:11][CH2:10]2)[CH2:4][CH2:5][CH2:6]1)([C:65]([CH3:68])([CH3:67])[CH3:66])([CH3:64])[CH3:63]. The yield is 0.860. (5) The reactants are [C:1]([NH:4][C@@H:5]([CH2:10][C:11]1[CH:16]=[CH:15][C:14]([Sn](C)(C)C)=[CH:13][CH:12]=1)[C:6]([O:8][CH3:9])=[O:7])(=[O:3])[CH3:2].Br[C:22]1[C:23]2[C:28]([C:29]3[CH:30]=[CH:31][CH:32]=[CH:33][C:34]=3[CH:35]=1)=[CH:27][CH:26]=[CH:25][CH:24]=2.C1(C)C=CC=CC=1P(C1C=CC=CC=1C)C1C=CC=CC=1C.N#N. The catalyst is CN(C=O)C.C(OCC)C.C([O-])(=O)C.[Pd+2].C([O-])(=O)C.CO.C(Cl)Cl. The product is [C:1]([NH:4][C@@H:5]([CH2:10][C:11]1[CH:16]=[CH:15][C:14]([C:22]2[C:23]3[C:28]([C:29]4[CH:30]=[CH:31][CH:32]=[CH:33][C:34]=4[CH:35]=2)=[CH:27][CH:26]=[CH:25][CH:24]=3)=[CH:13][CH:12]=1)[C:6]([O:8][CH3:9])=[O:7])(=[O:3])[CH3:2]. The yield is 0.590.